Dataset: Forward reaction prediction with 1.9M reactions from USPTO patents (1976-2016). Task: Predict the product of the given reaction. (1) Given the reactants [NH2:1][C:2]1[C:7]([C:8]2[N:17]([C:18]3[CH:23]=[CH:22][C:21]([C:24]4([NH:28][C:29](=[O:35])[O:30][C:31]([CH3:34])([CH3:33])[CH3:32])[CH2:27][CH2:26][CH2:25]4)=[CH:20][CH:19]=3)[C:11]3=[N:12][C:13](Cl)=[CH:14][CH:15]=[C:10]3[N:9]=2)=[CH:6][CH:5]=[CH:4][N:3]=1.CC1(C)C(C)(C)OB([C:44]2[CH:45]=[C:46]([N:50]3[CH2:56][CH:55]4[O:57][CH:52]([CH2:53][CH2:54]4)[CH2:51]3)[CH:47]=[CH:48][CH:49]=2)O1.[OH-].[Na+], predict the reaction product. The product is: [C:31]([O:30][C:29](=[O:35])[NH:28][C:24]1([C:21]2[CH:22]=[CH:23][C:18]([N:17]3[C:11]4=[N:12][C:13]([C:48]5[CH:49]=[CH:44][CH:45]=[C:46]([N:50]6[CH2:56][CH:55]7[O:57][CH:52]([CH2:53][CH2:54]7)[CH2:51]6)[CH:47]=5)=[CH:14][CH:15]=[C:10]4[N:9]=[C:8]3[C:7]3[C:2]([NH2:1])=[N:3][CH:4]=[CH:5][CH:6]=3)=[CH:19][CH:20]=2)[CH2:27][CH2:26][CH2:25]1)([CH3:34])([CH3:32])[CH3:33]. (2) Given the reactants Cl.[F:2][C:3]([F:24])([F:23])[C:4]1[CH:22]=[CH:21][CH:20]=[CH:19][C:5]=1[CH:6]([O:14][CH:15]1[CH2:18][NH:17][CH2:16]1)[C:7]1[CH:12]=[CH:11][C:10]([Cl:13])=[CH:9][CH:8]=1.[C:25]12([N:35]=[C:36]=[O:37])[CH2:34][CH:29]3[CH2:30][CH:31]([CH2:33][CH:27]([CH2:28]3)[CH2:26]1)[CH2:32]2, predict the reaction product. The product is: [F:24][C:3]([F:2])([F:23])[C:4]1[CH:22]=[CH:21][CH:20]=[CH:19][C:5]=1[CH:6]([O:14][CH:15]1[CH2:18][N:17]([C:36]([NH:35][C:25]23[CH2:34][CH:29]4[CH2:28][CH:27]([CH2:33][CH:31]([CH2:30]4)[CH2:32]2)[CH2:26]3)=[O:37])[CH2:16]1)[C:7]1[CH:12]=[CH:11][C:10]([Cl:13])=[CH:9][CH:8]=1. (3) Given the reactants [CH3:1][O:2][C:3]1[CH:8]=[CH:7][CH:6]=[CH:5][C:4]=1[C:9]1[N:10]=[CH:11][N:12]([CH3:16])[C:13]=1[CH:14]=[O:15].C(=O)([O-])[O-:18].[K+].[K+].[K].[O-][Mn](=O)(=O)=O.[K+], predict the reaction product. The product is: [CH3:1][O:2][C:3]1[CH:8]=[CH:7][CH:6]=[CH:5][C:4]=1[C:9]1[N:10]=[CH:11][N:12]([CH3:16])[C:13]=1[C:14]([OH:18])=[O:15]. (4) Given the reactants OC(C(F)(F)F)=O.[CH2:8]([O:10][C:11]1[CH:39]=[CH:38][C:14]([CH2:15][N:16]2[C:24]3[CH:23]=[CH:22][C:21]([C:25]([N:27]4[CH2:32][CH2:31][CH:30]([CH3:33])[CH2:29][CH2:28]4)=[O:26])=[CH:20][C:19]=3[C:18]3[CH2:34][NH:35][CH2:36][CH2:37][C:17]2=3)=[CH:13][CH:12]=1)[CH3:9].[CH:40](=O)[CH2:41][CH3:42], predict the reaction product. The product is: [CH2:8]([O:10][C:11]1[CH:12]=[CH:13][C:14]([CH2:15][N:16]2[C:24]3[CH:23]=[CH:22][C:21]([C:25]([N:27]4[CH2:28][CH2:29][CH:30]([CH3:33])[CH2:31][CH2:32]4)=[O:26])=[CH:20][C:19]=3[C:18]3[CH2:34][N:35]([CH2:40][CH2:41][CH3:42])[CH2:36][CH2:37][C:17]2=3)=[CH:38][CH:39]=1)[CH3:9]. (5) Given the reactants [CH3:1][C:2]1[CH:7]=[CH:6][C:5]([C:8]2[CH:13]=[CH:12][CH:11]=[CH:10][C:9]=2[C:14]#[N:15])=[CH:4][CH:3]=1.[Br:16]([O-])(=O)=O.[Na+].BrBr, predict the reaction product. The product is: [Br:16][CH2:1][C:2]1[CH:3]=[CH:4][C:5]([C:8]2[CH:13]=[CH:12][CH:11]=[CH:10][C:9]=2[C:14]#[N:15])=[CH:6][CH:7]=1.